This data is from Peptide-MHC class I binding affinity with 185,985 pairs from IEDB/IMGT. The task is: Regression. Given a peptide amino acid sequence and an MHC pseudo amino acid sequence, predict their binding affinity value. This is MHC class I binding data. (1) The binding affinity (normalized) is 0.0847. The peptide sequence is FIILSTGKY. The MHC is HLA-A02:16 with pseudo-sequence HLA-A02:16. (2) The peptide sequence is FSQFSRGNYR. The MHC is Patr-A0301 with pseudo-sequence Patr-A0301. The binding affinity (normalized) is 0.621. (3) The peptide sequence is GQTGVIADY. The MHC is HLA-A03:01 with pseudo-sequence HLA-A03:01. The binding affinity (normalized) is 0.0847. (4) The peptide sequence is LTLDIFYLF. The MHC is Mamu-B01 with pseudo-sequence Mamu-B01. The binding affinity (normalized) is 0.170.